From a dataset of Forward reaction prediction with 1.9M reactions from USPTO patents (1976-2016). Predict the product of the given reaction. (1) Given the reactants [CH3:1][O:2][C:3]1[CH:8]=[CH:7][C:6]([NH:9][C:10]2[C:11](=[O:22])[NH:12][C:13](=[O:21])[C:14]=2[C:15]2[CH:20]=[CH:19][CH:18]=[CH:17][CH:16]=2)=[CH:5][CH:4]=1.O[CH2:24][C:25]1[CH:30]=[CH:29][N:28]=[CH:27][CH:26]=1.N(C(OCC)=O)=NC(OCC)=O.C1(P(C2C=CC=CC=2)C2C=CC=CC=2)C=CC=CC=1, predict the reaction product. The product is: [CH3:1][O:2][C:3]1[CH:4]=[CH:5][C:6]([NH:9][C:10]2[C:11](=[O:22])[N:12]([CH2:24][C:25]3[CH:30]=[CH:29][N:28]=[CH:27][CH:26]=3)[C:13](=[O:21])[C:14]=2[C:15]2[CH:20]=[CH:19][CH:18]=[CH:17][CH:16]=2)=[CH:7][CH:8]=1. (2) Given the reactants [CH3:1][C:2]1([CH3:11])[CH2:7][CH:6]([OH:8])[CH2:5][C:4]([CH3:10])([CH3:9])[NH:3]1.[H-].[Na+].[Cl:14][C:15]1[N:16]=[N:17][C:18](Cl)=[CH:19][CH:20]=1, predict the reaction product. The product is: [Cl:14][C:15]1[N:16]=[N:17][C:18]([O:8][CH:6]2[CH2:5][C:4]([CH3:10])([CH3:9])[NH:3][C:2]([CH3:11])([CH3:1])[CH2:7]2)=[CH:19][CH:20]=1. (3) Given the reactants [CH:1]([NH:3][CH2:4][CH2:5][CH2:6][NH:7][C:8](=[O:17])[O:9][CH2:10][C:11]1[CH:16]=[CH:15][CH:14]=[CH:13][CH:12]=1)=O.C(NC(C)C)(C)C.O=P(Cl)(Cl)Cl.C([O-])([O-])=O.[Na+].[Na+], predict the reaction product. The product is: [N+:3]([CH2:4][CH2:5][CH2:6][NH:7][C:8](=[O:17])[O:9][CH2:10][C:11]1[CH:16]=[CH:15][CH:14]=[CH:13][CH:12]=1)#[C-:1]. (4) Given the reactants [CH3:1][C:2]1[C:3]([C:23]2[CH:28]=[CH:27][CH:26]=[CH:25][CH:24]=2)=[C:4]([O:14][C:15]2[CH:22]=[CH:21][C:18](C=O)=[CH:17][CH:16]=2)[C:5]2[C:10]([CH:11]=1)=[CH:9][C:8]([O:12][CH3:13])=[CH:7][CH:6]=2.OO.C([O-])(O)=[O:32].[Na+], predict the reaction product. The product is: [CH3:1][C:2]1[C:3]([C:23]2[CH:24]=[CH:25][CH:26]=[CH:27][CH:28]=2)=[C:4]([O:14][C:15]2[CH:16]=[CH:17][C:18]([OH:32])=[CH:21][CH:22]=2)[C:5]2[C:10]([CH:11]=1)=[CH:9][C:8]([O:12][CH3:13])=[CH:7][CH:6]=2. (5) Given the reactants [O:1]1[CH2:5][CH2:4][C@@H:3]([OH:6])[CH2:2]1.[C:7]1([CH3:17])[CH:12]=[CH:11][C:10]([S:13](Cl)(=[O:15])=[O:14])=[CH:9][CH:8]=1, predict the reaction product. The product is: [O:1]1[CH2:5][CH2:4][C@@H:3]([O:6][S:13]([C:10]2[CH:11]=[CH:12][C:7]([CH3:17])=[CH:8][CH:9]=2)(=[O:15])=[O:14])[CH2:2]1. (6) Given the reactants Br[C:2]1[CH:3]=[C:4]2[C:9](=[C:10]([F:12])[CH:11]=1)[C:8]([F:13])=[C:7]([OH:14])[CH:6]=[CH:5]2.B([C:18]1[CH:26]=[CH:25][C:21]([C:22]([OH:24])=[O:23])=[CH:20][C:19]=1[O:27][CH3:28])(O)O, predict the reaction product. The product is: [F:12][C:10]1[C:9]2[C:4](=[CH:5][CH:6]=[C:7]([OH:14])[C:8]=2[F:13])[CH:3]=[C:2]([C:18]2[CH:26]=[CH:25][C:21]([C:22]([OH:24])=[O:23])=[CH:20][C:19]=2[O:27][CH3:28])[CH:11]=1. (7) Given the reactants [CH2:1]([O:3][C:4]1[CH:12]=[C:11]2[C:7]([CH:8]=[N:9][NH:10]2)=[CH:6][C:5]=1[NH:13][C:14]1[C:15]2[C:22]3[CH2:23][CH2:24][CH:25]([C:27]([OH:29])=O)[CH2:26][C:21]=3[S:20][C:16]=2[N:17]=[CH:18][N:19]=1)[CH3:2].[F:30][CH:31]([F:35])[CH2:32][NH:33][CH3:34], predict the reaction product. The product is: [F:30][CH:31]([F:35])[CH2:32][N:33]([CH3:34])[C:27]([CH:25]1[CH2:24][CH2:23][C:22]2[C:15]3[C:14]([NH:13][C:5]4[CH:6]=[C:7]5[C:11](=[CH:12][C:4]=4[O:3][CH2:1][CH3:2])[NH:10][N:9]=[CH:8]5)=[N:19][CH:18]=[N:17][C:16]=3[S:20][C:21]=2[CH2:26]1)=[O:29]. (8) Given the reactants [CH3:1][S:2]([C:5]1[CH:6]=[CH:7][C:8]([S:14][CH3:15])=[C:9]([CH:13]=1)[C:10]([OH:12])=O)(=[O:4])=[O:3].Cl.[F:17][C:18]([F:31])([F:30])[C:19]1[S:23][C:22]([N:24]2[CH2:29][CH2:28][NH:27][CH2:26][CH2:25]2)=[N:21][CH:20]=1, predict the reaction product. The product is: [CH3:1][S:2]([C:5]1[CH:6]=[CH:7][C:8]([S:14][CH3:15])=[C:9]([C:10]([N:27]2[CH2:28][CH2:29][N:24]([C:22]3[S:23][C:19]([C:18]([F:31])([F:17])[F:30])=[CH:20][N:21]=3)[CH2:25][CH2:26]2)=[O:12])[CH:13]=1)(=[O:3])=[O:4]. (9) Given the reactants Br[CH:2]([CH3:37])[C:3]([C:5]1[CH:6]=[C:7]([C:23]([NH:25][CH2:26][C:27]2[CH:32]=[CH:31][C:30]([S:33]([CH3:36])(=[O:35])=[O:34])=[CH:29][CH:28]=2)=[O:24])[C:8](=[O:22])[N:9]([C:12]2[CH:17]=[CH:16][CH:15]=[C:14]([C:18]([F:21])([F:20])[F:19])[CH:13]=2)[C:10]=1[CH3:11])=O.[C:38]([NH2:41])(=[O:40])[CH3:39].C1(C)C(C)=CC=CC=1.OS(O)(=O)=O, predict the reaction product. The product is: [CH3:39][C:38]1[O:40][C:2]([CH3:37])=[C:3]([C:5]2[CH:6]=[C:7]([C:23]([NH:25][CH2:26][C:27]3[CH:28]=[CH:29][C:30]([S:33]([CH3:36])(=[O:34])=[O:35])=[CH:31][CH:32]=3)=[O:24])[C:8](=[O:22])[N:9]([C:12]3[CH:17]=[CH:16][CH:15]=[C:14]([C:18]([F:21])([F:20])[F:19])[CH:13]=3)[C:10]=2[CH3:11])[N:41]=1. (10) Given the reactants C(OC([C:6]1[CH2:7][CH2:8][N:9]([C:20]([O:22][C:23]([CH3:26])([CH3:25])[CH3:24])=[O:21])[CH2:10][C:11]=1[NH:12][CH2:13]C1C=CC=CC=1)=O)C.C(OC(C1CCN(C(OC(C)(C)C)=O)CC1=O)=O)C.C(N)C1C=CC=CC=1, predict the reaction product. The product is: [C:23]([O:22][C:20]([N:9]1[CH2:8][CH2:7][CH:6]2[CH:11]([NH:12][CH2:13]2)[CH2:10]1)=[O:21])([CH3:24])([CH3:25])[CH3:26].